The task is: Predict the reaction yield, written as a fraction of the theoretical maximum amount of product (1.0 means a 100% yield; for example, 0.34 means a 34% yield).. This data is from Reaction yield outcomes from USPTO patents with 853,638 reactions. (1) The reactants are [CH3:1][O:2][C:3](=[O:15])[CH2:4][NH:5][C:6]([C:8]1[CH:13]=[C:12](I)[CH:11]=[CH:10][N:9]=1)=[O:7].CO.[O-]P([O-])([O-])=O.[K+].[K+].[K+].[CH3:26][C:27]1[CH:32]=[CH:31][C:30](B(O)O)=[CH:29][CH:28]=1. The catalyst is O1CCOCC1.C1C=CC(P(C2C=CC=CC=2)[C-]2C=CC=C2)=CC=1.C1C=CC(P(C2C=CC=CC=2)[C-]2C=CC=C2)=CC=1.Cl[Pd]Cl.[Fe+2]. The product is [CH3:1][O:2][C:3](=[O:15])[CH2:4][NH:5][C:6]([C:8]1[CH:13]=[C:12]([C:30]2[CH:31]=[CH:32][C:27]([CH3:26])=[CH:28][CH:29]=2)[CH:11]=[CH:10][N:9]=1)=[O:7]. The yield is 0.850. (2) The reactants are [Cl:1][C:2]1[CH:7]=[CH:6][C:5]([C:8]([F:15])([F:14])[C:9]([O:11]CC)=[O:10])=[C:4]([CH3:16])[CH:3]=1.C(O)C.O.[OH-].[Li+]. The catalyst is O1CCCC1. The product is [Cl:1][C:2]1[CH:7]=[CH:6][C:5]([C:8]([F:14])([F:15])[C:9]([OH:11])=[O:10])=[C:4]([CH3:16])[CH:3]=1. The yield is 0.720.